Dataset: Forward reaction prediction with 1.9M reactions from USPTO patents (1976-2016). Task: Predict the product of the given reaction. (1) Given the reactants [CH3:1][C:2]1[C:10]([NH2:11])=[C:9]([CH3:12])[CH:8]=[C:7]2[C:3]=1[CH2:4][CH2:5][N:6]2[C:13](=[O:21])[CH2:14][C:15]1[CH:20]=[CH:19][CH:18]=[CH:17][N:16]=1.[F:22][C:23]([F:40])([F:39])[C:24]1[CH:29]=[CH:28][C:27]([C:30]2[C:31]([C:36](Cl)=[O:37])=[CH:32][CH:33]=[CH:34][CH:35]=2)=[CH:26][CH:25]=1, predict the reaction product. The product is: [CH3:1][C:2]1[C:10]([NH:11][C:36]([C:31]2[C:30]([C:27]3[CH:28]=[CH:29][C:24]([C:23]([F:22])([F:39])[F:40])=[CH:25][CH:26]=3)=[CH:35][CH:34]=[CH:33][CH:32]=2)=[O:37])=[C:9]([CH3:12])[CH:8]=[C:7]2[C:3]=1[CH2:4][CH2:5][N:6]2[C:13](=[O:21])[CH2:14][C:15]1[CH:20]=[CH:19][CH:18]=[CH:17][N:16]=1. (2) Given the reactants Br[CH2:2][C:3]1[C:12]2[C:7](=[CH:8][CH:9]=[CH:10][CH:11]=2)[N:6]=[C:5](Cl)[CH:4]=1.C([N:16](CC)CC)C.Cl.[OH:22][CH:23]1[CH2:26][NH:25][CH2:24]1.C(=O)(O)[O-].[Na+], predict the reaction product. The product is: [NH2:16][C:5]1[CH:4]=[C:3]([CH2:2][N:25]2[CH2:26][CH:23]([OH:22])[CH2:24]2)[C:12]2[C:7](=[CH:8][CH:9]=[CH:10][CH:11]=2)[N:6]=1. (3) Given the reactants [CH:1]1([CH2:5][N:6]2[C:10]([C:11](=O)/[CH:12]=[CH:13]/N(C)C)=[CH:9][N:8]=[C:7]2[CH3:18])[CH2:4][CH2:3][CH2:2]1.[NH2:19][C:20]([NH2:22])=[NH:21], predict the reaction product. The product is: [CH:1]1([CH2:5][N:6]2[C:10]([C:11]3[CH:12]=[CH:13][N:19]=[C:20]([NH2:22])[N:21]=3)=[CH:9][N:8]=[C:7]2[CH3:18])[CH2:2][CH2:3][CH2:4]1. (4) Given the reactants [H-].[Na+].[SH:3][C:4]1[CH:9]=[CH:8][N:7]=[CH:6][CH:5]=1.F[C:11]1[CH:20]=[C:19]2[C:14]([C:15](=[O:21])[NH:16][CH:17]=[N:18]2)=[CH:13][CH:12]=1, predict the reaction product. The product is: [N:7]1[CH:8]=[CH:9][C:4]([S:3][C:11]2[CH:20]=[C:19]3[C:14]([C:15](=[O:21])[NH:16][CH:17]=[N:18]3)=[CH:13][CH:12]=2)=[CH:5][CH:6]=1. (5) Given the reactants [NH:1]1[C:5](=[O:6])[C:4]2([C:14]3[C:9](=[N:10][CH:11]=[CH:12][CH:13]=3)[CH2:8][CH2:7]2)[NH:3][C:2]1=[O:15].C([O-])([O-])=O.[K+].[K+].Br[CH2:23][C:24]([O:26][C:27]([CH3:30])([CH3:29])[CH3:28])=[O:25], predict the reaction product. The product is: [O:15]=[C:2]1[NH:3][C:4]2([C:14]3[C:9](=[N:10][CH:11]=[CH:12][CH:13]=3)[CH2:8][CH2:7]2)[C:5](=[O:6])[N:1]1[CH2:23][C:24]([O:26][C:27]([CH3:30])([CH3:29])[CH3:28])=[O:25]. (6) Given the reactants [CH3:1][C:2]1[N:7]=[C:6]([NH:8][CH3:9])[N:5]=[C:4]([N:10]2[CH2:15][CH2:14][CH:13]([C:16]([OH:18])=O)[CH2:12][CH2:11]2)[N:3]=1.CCN=C=NCCCN(C)C.C1C=CC2N(O)N=NC=2C=1.CN1CCOCC1.[NH2:47][CH2:48][C:49]1[CH:56]=[CH:55][C:52]([C:53]#[N:54])=[CH:51][C:50]=1[C:57]([F:60])([F:59])[F:58], predict the reaction product. The product is: [C:53]([C:52]1[CH:55]=[CH:56][C:49]([CH2:48][NH:47][C:16]([CH:13]2[CH2:12][CH2:11][N:10]([C:4]3[N:3]=[C:2]([CH3:1])[N:7]=[C:6]([NH:8][CH3:9])[N:5]=3)[CH2:15][CH2:14]2)=[O:18])=[C:50]([C:57]([F:58])([F:60])[F:59])[CH:51]=1)#[N:54]. (7) Given the reactants C([O:8][CH2:9][CH2:10][CH2:11][CH2:12][CH2:13][N:14]1[C:18]([C:19]2[CH:24]=[CH:23][C:22]([F:25])=[CH:21][CH:20]=2)=[C:17]([C:26]2[CH:27]=[CH:28][C:29]3[O:34][CH2:33][C:32](=[O:35])[NH:31][C:30]=3[CH:36]=2)[C:16]([CH3:37])=[N:15]1)C1C=CC=CC=1, predict the reaction product. The product is: [F:25][C:22]1[CH:23]=[CH:24][C:19]([C:18]2[N:14]([CH2:13][CH2:12][CH2:11][CH2:10][CH2:9][OH:8])[N:15]=[C:16]([CH3:37])[C:17]=2[C:26]2[CH:27]=[CH:28][C:29]3[O:34][CH2:33][C:32](=[O:35])[NH:31][C:30]=3[CH:36]=2)=[CH:20][CH:21]=1.